Dataset: Full USPTO retrosynthesis dataset with 1.9M reactions from patents (1976-2016). Task: Predict the reactants needed to synthesize the given product. (1) Given the product [O:33]=[C:32]1[N:4]2[CH2:5][CH2:6][CH2:7][CH:8]([N:9]3[C:10](=[O:19])[C:11]4[C:16](=[CH:15][CH:14]=[CH:13][CH:12]=4)[C:17]3=[O:18])[C:3]2=[N:2][C:30]([C:27]2[CH:28]=[CH:29][N:24]=[CH:25][CH:26]=2)=[CH:31]1, predict the reactants needed to synthesize it. The reactants are: Cl.[NH2:2][C:3]1[CH:8]([N:9]2[C:17](=[O:18])[C:16]3[C:11](=[CH:12][CH:13]=[CH:14][CH:15]=3)[C:10]2=[O:19])[CH2:7][CH2:6][CH2:5][N:4]=1.C[O-].[Na+].[Na].[N:24]1[CH:29]=[CH:28][C:27]([C:30](=O)[CH2:31][C:32](OCC)=[O:33])=[CH:26][CH:25]=1. (2) The reactants are: [CH3:1][O:2][C:3]1[CH:8]=[C:7]([O:9]COC)[CH:6]=[CH:5][C:4]=1[C:13]1[C:14]([CH2:26][O:27][C:28](=[O:36])[C:29]2[CH:34]=[CH:33][C:32]([CH3:35])=[CH:31][CH:30]=2)=[C:15]2[C:20](=[CH:21][CH:22]=1)[NH:19][C:18]([CH3:24])([CH3:23])[CH:17]=[C:16]2[CH3:25].Cl.O1CCOCC1. Given the product [OH:9][C:7]1[CH:6]=[CH:5][C:4]([C:13]2[C:14]([CH2:26][O:27][C:28](=[O:36])[C:29]3[CH:30]=[CH:31][C:32]([CH3:35])=[CH:33][CH:34]=3)=[C:15]3[C:20](=[CH:21][CH:22]=2)[NH:19][C:18]([CH3:24])([CH3:23])[CH:17]=[C:16]3[CH3:25])=[C:3]([O:2][CH3:1])[CH:8]=1, predict the reactants needed to synthesize it. (3) Given the product [OH:6][CH2:7][C:8]1[S:9][C:10]2[CH:16]=[CH:15][C:14]([S:23]([NH:46][CH2:45][C:44]3[CH:43]=[CH:42][C:41]([C:40]([F:39])([F:49])[F:50])=[CH:48][CH:47]=3)(=[O:26])=[O:24])=[CH:13][C:11]=2[N:12]=1, predict the reactants needed to synthesize it. The reactants are: C(=O)([O:6][CH2:7][C:8]1[S:9][C:10]2[CH:16]=[CH:15][C:14](N)=[CH:13][C:11]=2[N:12]=1)OCC=C.N([O-])=O.[Na+].[S:23]([O-:26])([O-])=[O:24].[Na+].[Na+].S(Cl)(Cl)(=O)=O.C(=O)(O)[O-].[Na+].[F:39][C:40]([F:50])([F:49])[C:41]1[CH:48]=[CH:47][C:44]([CH2:45][NH2:46])=[CH:43][CH:42]=1. (4) Given the product [CH2:10]([C:5]1([CH2:4][OH:14])[O:6][CH2:7][CH2:8][O:9]1)[CH3:11], predict the reactants needed to synthesize it. The reactants are: COC(=O)[CH2:4][C:5]1([CH2:10][CH3:11])[O:9][CH2:8][CH2:7][O:6]1.C(=O)([O-])[O-:14].[K+].[K+].O1CCCC1. (5) The reactants are: FC(F)[C:3]1[N:7](C2N=C(N3CCOCC3)N=C(OC3CCN(S(C=C)(=O)=O)CC3)N=2)[C:6]2[CH:32]=[CH:33][CH:34]=[C:35](OC)[C:5]=2[N:4]=1.N1CCOCC1. Given the product [NH:4]1[C:5]2[CH:35]=[CH:34][CH:33]=[CH:32][C:6]=2[N:7]=[CH:3]1, predict the reactants needed to synthesize it. (6) Given the product [CH2:41]([O:42][C:43](=[O:44])[N:33]([C:28]1[CH:27]=[C:26]([CH2:25][C@H:11]([NH:10][S:7]([C:1]2[CH:6]=[CH:5][CH:4]=[CH:3][CH:2]=2)(=[O:9])=[O:8])[C:12](=[O:13])[NH:14][CH2:15][CH2:16][CH2:17][CH2:18][C:19]2[CH:24]=[CH:23][CH:22]=[CH:21][CH:20]=2)[CH:31]=[CH:30][C:29]=1[OH:32])[CH3:34])[C:38]1[CH:39]=[CH:40][CH:35]=[CH:36][CH:37]=1, predict the reactants needed to synthesize it. The reactants are: [C:1]1([S:7]([NH:10][C@@H:11]([CH2:25][C:26]2[CH:31]=[CH:30][C:29]([OH:32])=[C:28]([NH:33][CH3:34])[CH:27]=2)[C:12]([NH:14][CH2:15][CH2:16][CH2:17][CH2:18][C:19]2[CH:24]=[CH:23][CH:22]=[CH:21][CH:20]=2)=[O:13])(=[O:9])=[O:8])[CH:6]=[CH:5][CH:4]=[CH:3][CH:2]=1.[CH:35]1[CH:40]=[CH:39][C:38]([CH2:41][O:42][C:43](Cl)=[O:44])=[CH:37][CH:36]=1.